This data is from Reaction yield outcomes from USPTO patents with 853,638 reactions. The task is: Predict the reaction yield, written as a fraction of the theoretical maximum amount of product (1.0 means a 100% yield; for example, 0.34 means a 34% yield). (1) The reactants are O[CH2:2][C@H:3]1[O:8][CH2:7][CH2:6][N:5]([C:9]([O:11][C:12]([CH3:15])([CH3:14])[CH3:13])=[O:10])[CH2:4]1.C(Br)(Br)(Br)[Br:17].C1(P(C2C=CC=CC=2)C2C=CC=CC=2)C=CC=CC=1. The catalyst is C(Cl)Cl. The product is [Br:17][CH2:2][C@H:3]1[O:8][CH2:7][CH2:6][N:5]([C:9]([O:11][C:12]([CH3:15])([CH3:14])[CH3:13])=[O:10])[CH2:4]1. The yield is 0.550. (2) The reactants are [CH3:1][O:2][C:3]1[CH:12]=[CH:11][CH:10]=[C:5]([C:6]([O:8][CH3:9])=[O:7])[C:4]=1[OH:13].F[C:15]1[CH:20]=[CH:19][CH:18]=[CH:17][C:16]=1[N+:21]([O-:23])=[O:22].[CH3:24][O:25][C:26]1[CH:39]=[CH:38][CH:37]=[C:36]([C:40]([O:42][CH3:43])=[O:41])[C:27]=1[O:28][C:29]1[CH:35]=[CH:34][CH:33]=[CH:32][C:30]=1[NH2:31].[NH2:44][C:45]1[S:46][CH:47]=[CH:48][N:49]=1. No catalyst specified. The product is [CH3:1][O:2][C:3]1[CH:12]=[CH:11][CH:10]=[C:5]([C:6]([O:8][CH3:9])=[O:7])[C:4]=1[O:13][C:15]1[CH:20]=[CH:19][CH:18]=[CH:17][C:16]=1[N+:21]([O-:23])=[O:22].[CH3:24][O:25][C:26]1[CH:39]=[CH:38][CH:37]=[C:36]([C:40]([O:42][CH3:43])=[O:41])[C:27]=1[O:28][C:29]1[CH:35]=[CH:34][CH:33]=[CH:32][C:30]=1[NH:31][C:4]([NH:44][C:45]1[S:46][CH:47]=[CH:48][N:49]=1)=[O:13]. The yield is 0.820. (3) The reactants are [CH3:1][C:2]1[C:3](O)=[N:4][CH:5]=[C:6]([N+:8]([O-:10])=[O:9])[CH:7]=1.O=P(Cl)(Cl)[Cl:14]. No catalyst specified. The product is [Cl:14][C:3]1[C:2]([CH3:1])=[CH:7][C:6]([N+:8]([O-:10])=[O:9])=[CH:5][N:4]=1. The yield is 0.920. (4) The reactants are [CH3:1][O:2][C:3]1[CH:4]=[C:5]2[C:10](=[CH:11][C:12]=1[O:13][CH3:14])[N:9]=[CH:8][CH:7]=[C:6]2[O:15][C:16]1[CH:26]=[CH:25][C:24]([O:27][CH3:28])=[CH:23][C:17]=1[C:18]([O:20]CC)=[O:19].[OH-].[Li+].C(O)C. The catalyst is O. The product is [CH3:1][O:2][C:3]1[CH:4]=[C:5]2[C:10](=[CH:11][C:12]=1[O:13][CH3:14])[N:9]=[CH:8][CH:7]=[C:6]2[O:15][C:16]1[CH:26]=[CH:25][C:24]([O:27][CH3:28])=[CH:23][C:17]=1[C:18]([OH:20])=[O:19]. The yield is 1.00. (5) The reactants are [C:1]1([NH:7][C:8]([C:10]2[CH:15]=[C:14]([N:16]3[CH2:20][CH2:19][C:18](=[O:21])[CH2:17]3)[CH:13]=[CH:12][N:11]=2)=[O:9])[CH:6]=[CH:5][CH:4]=[CH:3][CH:2]=1.CO[CH:24](OC)[N:25]([CH3:27])[CH3:26].CO. The catalyst is O1CCOCC1. The product is [C:1]1([NH:7][C:8]([C:10]2[CH:15]=[C:14]([N:16]3[CH2:17][C:18](=[O:21])[C:19](=[CH:24][N:25]([CH3:27])[CH3:26])[CH2:20]3)[CH:13]=[CH:12][N:11]=2)=[O:9])[CH:2]=[CH:3][CH:4]=[CH:5][CH:6]=1. The yield is 0.610. (6) The reactants are [OH:1][C:2]1[N:10]=[CH:9][CH:8]=[CH:7][C:3]=1[C:4]([OH:6])=[O:5].[N+:11]([O-])([O-:13])=[O:12].[Na+]. The catalyst is S(=O)(=O)(O)O. The product is [OH:1][C:2]1[N:10]=[CH:9][C:8]([N+:11]([O-:13])=[O:12])=[CH:7][C:3]=1[C:4]([OH:6])=[O:5]. The yield is 0.450. (7) The reactants are [C:1](Cl)([C:18]1[CH:23]=[CH:22][CH:21]=[CH:20][CH:19]=1)([C:10]1[CH:17]=[CH:16][C:13]([O:14][CH3:15])=[CH:12][CH:11]=1)[C:2]1[CH:9]=[CH:8][C:5]([O:6][CH3:7])=[CH:4][CH:3]=1.[O:25]([C@H:33]([CH3:56])[C@H:34]([CH2:37][N:38]1[CH:46]=[N:45][C:44]2[C:39]1=[N:40][CH:41]=[N:42][C:43]=2[NH:47][C:48](=[O:55])[C:49]1[CH:54]=[CH:53][CH:52]=[CH:51][CH:50]=1)[CH2:35][OH:36])[Si:26]([C:29]([CH3:32])([CH3:31])[CH3:30])([CH3:28])[CH3:27]. The catalyst is N1C=CC=CC=1. The product is [O:25]([C@H:33]([CH3:56])[C@H:34]([CH2:37][N:38]1[CH:46]=[N:45][C:44]2[C:39]1=[N:40][CH:41]=[N:42][C:43]=2[NH:47][C:48](=[O:55])[C:49]1[CH:50]=[CH:51][CH:52]=[CH:53][CH:54]=1)[CH2:35][O:36][C:1]([C:2]1[CH:9]=[CH:8][C:5]([O:6][CH3:7])=[CH:4][CH:3]=1)([C:10]1[CH:17]=[CH:16][C:13]([O:14][CH3:15])=[CH:12][CH:11]=1)[C:18]1[CH:19]=[CH:20][CH:21]=[CH:22][CH:23]=1)[Si:26]([C:29]([CH3:30])([CH3:31])[CH3:32])([CH3:28])[CH3:27]. The yield is 0.880.